From a dataset of Peptide-MHC class II binding affinity with 134,281 pairs from IEDB. Regression. Given a peptide amino acid sequence and an MHC pseudo amino acid sequence, predict their binding affinity value. This is MHC class II binding data. (1) The peptide sequence is RLMSMKSVQNNTVLK. The MHC is DRB1_0802 with pseudo-sequence DRB1_0802. The binding affinity (normalized) is 0.754. (2) The peptide sequence is PSSASPWSWPDLDLK. The MHC is HLA-DQA10201-DQB10402 with pseudo-sequence HLA-DQA10201-DQB10402. The binding affinity (normalized) is 0.423. (3) The peptide sequence is KFKVAATAANAAPAN. The MHC is DRB1_0901 with pseudo-sequence DRB1_0901. The binding affinity (normalized) is 0.411. (4) The peptide sequence is VNERSLVTAIPTVLD. The MHC is H-2-IAd with pseudo-sequence H-2-IAd. The binding affinity (normalized) is 0.540. (5) The peptide sequence is PKGGAESSSKAALTS. The MHC is DRB1_1101 with pseudo-sequence DRB1_1101. The binding affinity (normalized) is 0.0216. (6) The peptide sequence is GEEYLILSARDVLAV. The MHC is HLA-DPA10201-DPB10101 with pseudo-sequence HLA-DPA10201-DPB10101. The binding affinity (normalized) is 0.393. (7) The peptide sequence is GLLFMILTVAANEMG. The MHC is DRB1_0802 with pseudo-sequence DRB1_0802. The binding affinity (normalized) is 0.527. (8) The peptide sequence is PIYIVTPTNASHIQS. The MHC is DRB3_0202 with pseudo-sequence DRB3_0202. The binding affinity (normalized) is 0.404. (9) The peptide sequence is TTSVIPAARLFKAFI. The MHC is DRB1_0401 with pseudo-sequence DRB1_0401. The binding affinity (normalized) is 0.389. (10) The peptide sequence is THMWFSRAVAQSILA. The MHC is DRB1_0101 with pseudo-sequence DRB1_0101. The binding affinity (normalized) is 0.800.